Dataset: Catalyst prediction with 721,799 reactions and 888 catalyst types from USPTO. Task: Predict which catalyst facilitates the given reaction. Reactant: Cl.[C:2]([O:5][C:6]1[CH:7]=[C:8]([CH:23]=[CH:24][C:25]=1[CH3:26])[NH:9][C:10]1[C:19]2[C:14](=[CH:15][C:16]([OH:22])=[C:17]([O:20][CH3:21])[CH:18]=2)[N:13]=[CH:12][N:11]=1)(=[O:4])[CH3:3].C(=O)([O-])[O-].[K+].[K+].[I-].[K+].Cl[CH2:36][C:37]1[N:41]([CH3:42])[C:40]2[CH:43]=[CH:44][CH:45]=[CH:46][C:39]=2[N:38]=1. Product: [C:2]([O:5][C:6]1[CH:7]=[C:8]([CH:23]=[CH:24][C:25]=1[CH3:26])[NH:9][C:10]1[C:19]2[C:14](=[CH:15][C:16]([O:22][CH2:36][C:37]3[N:41]([CH3:42])[C:40]4[CH:43]=[CH:44][CH:45]=[CH:46][C:39]=4[N:38]=3)=[C:17]([O:20][CH3:21])[CH:18]=2)[N:13]=[CH:12][N:11]=1)(=[O:4])[CH3:3]. The catalyst class is: 3.